Dataset: Reaction yield outcomes from USPTO patents with 853,638 reactions. Task: Predict the reaction yield, written as a fraction of the theoretical maximum amount of product (1.0 means a 100% yield; for example, 0.34 means a 34% yield). (1) The reactants are [N:1]1([CH2:6][CH2:7][O:8][C:9]2[CH:14]=[CH:13][C:12]([NH2:15])=[CH:11][CH:10]=2)[CH2:5][CH2:4][CH2:3][CH2:2]1.[F:16][C:17]1[CH:25]=[CH:24][CH:23]=[C:22]2[C:18]=1[C:19](=[CH:27]O)[C:20](=[O:26])[NH:21]2. No catalyst specified. The product is [F:16][C:17]1[CH:25]=[CH:24][CH:23]=[C:22]2[C:18]=1[C:19](=[CH:27][NH:15][C:12]1[CH:11]=[CH:10][C:9]([O:8][CH2:7][CH2:6][N:1]3[CH2:5][CH2:4][CH2:3][CH2:2]3)=[CH:14][CH:13]=1)[C:20](=[O:26])[NH:21]2. The yield is 0.770. (2) The reactants are [NH2:1][C:2]1[CH:6]=[CH:5][S:4][C:3]=1[C:7]([O:9][CH3:10])=[O:8].Cl.[N:12]([O-])=O.[Na+].C([O-])([O-])=O.[K+].[K+].[CH3:22][NH:23][CH3:24]. The catalyst is O. The product is [CH3:22][N:23]([N:12]=[N:1][C:2]1[CH:6]=[CH:5][S:4][C:3]=1[C:7]([O:9][CH3:10])=[O:8])[CH3:24]. The yield is 0.880. (3) The reactants are [NH:1]1[C:5]2[CH:6]=[CH:7][CH:8]=[CH:9][C:4]=2[N:3]=[C:2]1[S:10]([CH2:13][CH2:14][CH2:15][CH2:16][NH2:17])(=[O:12])=[O:11].[CH3:18][C:19]1[C:20]([CH:26]=O)=[N:21][CH:22]=[C:23]([CH3:25])[CH:24]=1.[BH4-].[Na+].C([O-])(O)=O.[Na+]. The catalyst is CO.C(Cl)Cl. The product is [NH:1]1[C:5]2[CH:6]=[CH:7][CH:8]=[CH:9][C:4]=2[N:3]=[C:2]1[S:10]([CH2:13][CH2:14][CH2:15][CH2:16][NH:17][CH2:26][C:20]1[C:19]([CH3:18])=[CH:24][C:23]([CH3:25])=[CH:22][N:21]=1)(=[O:12])=[O:11]. The yield is 0.140. (4) The yield is 0.530. The reactants are [CH3:1][N:2]([CH2:10][C:11]1[S:12][C:13]([S:22]([C:25]2[CH:30]=[CH:29][CH:28]=[CH:27][CH:26]=2)(=[O:24])=[O:23])=[C:14]([C:16]2[CH:21]=[CH:20][CH:19]=[CH:18][CH:17]=2)[N:15]=1)C(=O)OC(C)(C)C.C(OCC)(=O)C.[ClH:37]. The catalyst is C(O)C. The product is [ClH:37].[CH3:1][NH:2][CH2:10][C:11]1[S:12][C:13]([S:22]([C:25]2[CH:30]=[CH:29][CH:28]=[CH:27][CH:26]=2)(=[O:24])=[O:23])=[C:14]([C:16]2[CH:17]=[CH:18][CH:19]=[CH:20][CH:21]=2)[N:15]=1.